This data is from TCR-epitope binding with 47,182 pairs between 192 epitopes and 23,139 TCRs. The task is: Binary Classification. Given a T-cell receptor sequence (or CDR3 region) and an epitope sequence, predict whether binding occurs between them. (1) The epitope is EIYKRWII. The TCR CDR3 sequence is CASSFTGTGARTDTQYF. Result: 1 (the TCR binds to the epitope). (2) The epitope is AVFDRKSDAK. The TCR CDR3 sequence is CASSEGWRDRPNEKLFF. Result: 1 (the TCR binds to the epitope).